Dataset: Catalyst prediction with 721,799 reactions and 888 catalyst types from USPTO. Task: Predict which catalyst facilitates the given reaction. (1) Reactant: [CH2:1]([O:8][C:9](=[O:17])[C:10]1[CH:15]=[CH:14][C:13](N)=[CH:12][CH:11]=1)[C:2]1[CH:7]=[CH:6][CH:5]=[CH:4][CH:3]=1.C([N:20](CC)CC)C.[Br:25][CH:26]([CH2:30][CH2:31]Br)[C:27](Cl)=[O:28].[OH-].[Na+].C(=O)([O-])O.C([N+](CCCC)(CCCC)CCCC)CCC. Product: [CH2:1]([O:8][C:9](=[O:17])[C:10]1[CH:15]=[CH:14][CH:13]=[CH:12][C:11]=1[N:20]1[CH2:31][CH2:30][CH:26]([Br:25])[C:27]1=[O:28])[C:2]1[CH:7]=[CH:6][CH:5]=[CH:4][CH:3]=1. The catalyst class is: 2. (2) Reactant: C(OC([N:8]1[CH2:13][CH2:12][CH:11]([N:14]2[CH:18]=[C:17]([C:19]3[CH:20]=[N:21][C:22]([NH2:34])=[C:23](B4OC(C)(C)C(C)(C)O4)[CH:24]=3)[CH:16]=[N:15]2)[CH2:10][CH2:9]1)=O)(C)(C)C.Cl[C:36]1[S:37][C:38]2[C:44]([F:45])=[CH:43][CH:42]=[C:41]([C:46]([F:49])([F:48])[F:47])[C:39]=2[N:40]=1.C(=O)([O-])[O-].[K+].[K+].N#N. Product: [F:45][C:44]1[C:38]2[S:37][C:36]([C:23]3[C:22]([NH2:34])=[N:21][CH:20]=[C:19]([C:17]4[CH:16]=[N:15][N:14]([CH:11]5[CH2:10][CH2:9][NH:8][CH2:13][CH2:12]5)[CH:18]=4)[CH:24]=3)=[N:40][C:39]=2[C:41]([C:46]([F:49])([F:47])[F:48])=[CH:42][CH:43]=1. The catalyst class is: 38. (3) Reactant: [Br:1][C:2]1[CH:7]=[C:6]([O:8][CH3:9])[C:5]([O:10][CH3:11])=[CH:4][C:3]=1[CH2:12][C:13]([OH:15])=O.C(Cl)(=O)C([Cl:19])=O. Product: [Br:1][C:2]1[CH:7]=[C:6]([O:8][CH3:9])[C:5]([O:10][CH3:11])=[CH:4][C:3]=1[CH2:12][C:13]([Cl:19])=[O:15]. The catalyst class is: 120.